This data is from Forward reaction prediction with 1.9M reactions from USPTO patents (1976-2016). The task is: Predict the product of the given reaction. (1) Given the reactants C([O:8][C:9](=[O:36])[C:10]1[CH:15]=[CH:14][C:13]([O:16][CH2:17][CH2:18][CH2:19][O:20][C:21]2[CH:26]=[CH:25][C:24]([CH2:27][C@@H:28]([C:31]([O:33]CC)=[O:32])[O:29][CH3:30])=[CH:23][CH:22]=2)=[CH:12][CH:11]=1)C1C=CC=CC=1.[OH-].[Na+], predict the reaction product. The product is: [C:31]([C@@H:28]([O:29][CH3:30])[CH2:27][C:24]1[CH:23]=[CH:22][C:21]([O:20][CH2:19][CH2:18][CH2:17][O:16][C:13]2[CH:14]=[CH:15][C:10]([C:9]([OH:36])=[O:8])=[CH:11][CH:12]=2)=[CH:26][CH:25]=1)([OH:33])=[O:32]. (2) The product is: [CH3:30][O:29][C:26]1[CH:25]=[CH:24][C:23]([CH:2]2[C:6]3[CH:7]=[C:8]([NH:13][C:14](=[O:20])[CH2:15][C:16]([CH3:18])([CH3:17])[CH3:19])[C:9]([CH3:12])=[C:10]([CH3:11])[C:5]=3[O:4][C:3]2([CH3:22])[CH3:21])=[CH:28][CH:27]=1. Given the reactants O[C:2]1([C:23]2[CH:28]=[CH:27][C:26]([O:29][CH3:30])=[CH:25][CH:24]=2)[C:6]2[CH:7]=[C:8]([NH:13][C:14](=[O:20])[CH2:15][C:16]([CH3:19])([CH3:18])[CH3:17])[C:9]([CH3:12])=[C:10]([CH3:11])[C:5]=2[O:4][C:3]1([CH3:22])[CH3:21], predict the reaction product.